Dataset: Forward reaction prediction with 1.9M reactions from USPTO patents (1976-2016). Task: Predict the product of the given reaction. (1) Given the reactants OC1C=C2C(=CC=1)CNC(C(O)=O)C2.[CH3:15][O:16][C:17]([CH:19]1[CH2:28][C:27]2[C:22](=[CH:23][CH:24]=[C:25]([OH:29])[CH:26]=2)[CH2:21][NH:20]1)=[O:18].[C:30]([O:34][C:35](O[C:35]([O:34][C:30]([CH3:33])([CH3:32])[CH3:31])=[O:36])=[O:36])([CH3:33])([CH3:32])[CH3:31], predict the reaction product. The product is: [CH3:15][O:16][C:17]([CH:19]1[CH2:28][C:27]2[C:22](=[CH:23][CH:24]=[C:25]([OH:29])[CH:26]=2)[CH2:21][N:20]1[C:35]([O:34][C:30]([CH3:33])([CH3:32])[CH3:31])=[O:36])=[O:18]. (2) Given the reactants [O:1]1[CH:5]=[C:4]([C:6]2[CH:11]=[CH:10][C:9]([C:12](=[O:14])[CH3:13])=[CH:8][CH:7]=2)[N:3]=[CH:2]1.[F:15][C:16]([F:23])([F:22])[C:17](OCC)=[O:18].C[O-].[Na+].Cl, predict the reaction product. The product is: [F:15][C:16]([F:23])([F:22])[C:17](=[O:18])[CH2:13][C:12]([C:9]1[CH:8]=[CH:7][C:6]([C:4]2[N:3]=[CH:2][O:1][CH:5]=2)=[CH:11][CH:10]=1)=[O:14]. (3) The product is: [CH3:13][C:12]1[C:7]([CH:16]=[O:17])=[N:8][CH:9]=[CH:10][CH:11]=1. Given the reactants C([Li])CCC.Br[C:7]1[C:12]([CH3:13])=[CH:11][CH:10]=[CH:9][N:8]=1.CN(C)[CH:16]=[O:17], predict the reaction product. (4) Given the reactants [N+:1]([C:4]1[CH:9]=[CH:8][C:7]([N:10]2[CH2:15][CH2:14][O:13][CH2:12][CH2:11]2)=[CH:6][CH:5]=1)([O-])=O.N, predict the reaction product. The product is: [N:10]1([C:7]2[CH:8]=[CH:9][C:4]([NH2:1])=[CH:5][CH:6]=2)[CH2:11][CH2:12][O:13][CH2:14][CH2:15]1. (5) Given the reactants [CH3:1][CH2:2][CH2:3][CH2:4][CH2:5][CH:6]1[O:12]C(=O)C[CH2:8][CH2:7]1.[CH3:13][O-].[Na+].[C:16]([OH:19])(=[O:18])[CH3:17], predict the reaction product. The product is: [OH:12][CH:6]([CH2:5][CH2:4][CH2:3][CH2:2][CH3:1])[CH2:7][CH2:8][CH2:17][C:16]([O:19][CH3:13])=[O:18]. (6) Given the reactants Cl[C:2]1[CH:3]=[C:4]([C:32]2[CH:36]=[CH:35][O:34][CH:33]=2)[C:5]2[N:9]=[C:8]([C:10]3([C:23]#[N:24])[CH2:15][CH2:14][N:13](C(OC(C)(C)C)=O)[CH2:12][CH2:11]3)[N:7](S(=O)(=O)N(C)C)[C:6]=2[CH:31]=1.C1COCC1.[OH-].[Na+].O, predict the reaction product. The product is: [O:34]1[CH2:35][CH2:36][CH:32]([C:4]2[C:5]3[N:9]=[C:8]([C:10]4([CH2:23][NH2:24])[CH2:15][CH2:14][NH:13][CH2:12][CH2:11]4)[NH:7][C:6]=3[CH:31]=[CH:2][CH:3]=2)[CH2:33]1. (7) Given the reactants [CH2:1]([C@@H:10]1[C@@H:13]([CH2:14][C:15]2[CH:20]=[CH:19][CH:18]=[CH:17][CH:16]=2)[O:12][C:11]1=[O:21])[CH2:2][CH2:3][CH2:4][CH2:5][CH2:6][CH2:7][CH:8]=[CH2:9].[NH3:22], predict the reaction product. The product is: [OH:12][C@H:13]([CH2:14][C:15]1[CH:20]=[CH:19][CH:18]=[CH:17][CH:16]=1)[C@@H:10]([CH2:1][CH2:2][CH2:3][CH2:4][CH2:5][CH2:6][CH2:7][CH:8]=[CH2:9])[C:11]([NH2:22])=[O:21].